From a dataset of Full USPTO retrosynthesis dataset with 1.9M reactions from patents (1976-2016). Predict the reactants needed to synthesize the given product. The reactants are: [F:1][C:2]1[CH:7]=[CH:6][C:5]([C:8]2[C:12]([C:13]3[CH:14]=[CH:15][C:16]4[N:17]([CH:19]=[C:20]([NH:22]C(=O)C)[N:21]=4)[N:18]=3)=[C:11]([C:26]3[CH:31]=[CH:30][N:29]=[CH:28][CH:27]=3)[N:10]([CH3:32])[N:9]=2)=[CH:4][CH:3]=1.Cl.O1CCOCC1. Given the product [F:1][C:2]1[CH:7]=[CH:6][C:5]([C:8]2[C:12]([C:13]3[CH:14]=[CH:15][C:16]4[N:17]([CH:19]=[C:20]([NH2:22])[N:21]=4)[N:18]=3)=[C:11]([C:26]3[CH:31]=[CH:30][N:29]=[CH:28][CH:27]=3)[N:10]([CH3:32])[N:9]=2)=[CH:4][CH:3]=1, predict the reactants needed to synthesize it.